Dataset: Reaction yield outcomes from USPTO patents with 853,638 reactions. Task: Predict the reaction yield, written as a fraction of the theoretical maximum amount of product (1.0 means a 100% yield; for example, 0.34 means a 34% yield). (1) The reactants are [Cl:1][C:2]1[CH:7]=[CH:6][C:5]([OH:8])=[CH:4][C:3]=1[C:9]([F:12])([F:11])[F:10].F[C:14]1[CH:19]=[CH:18][C:17]([C:20](=[O:22])[CH3:21])=[CH:16][CH:15]=1.C([O-])([O-])=O.[K+].[K+]. The catalyst is CN(C=O)C.CC(=O)OCC. The product is [Cl:1][C:2]1[CH:7]=[CH:6][C:5]([O:8][C:14]2[CH:19]=[CH:18][C:17]([C:20](=[O:22])[CH3:21])=[CH:16][CH:15]=2)=[CH:4][C:3]=1[C:9]([F:10])([F:11])[F:12]. The yield is 0.970. (2) The reactants are [Cl:1][C:2]1[CH:8]=[CH:7][C:5]([NH2:6])=[CH:4][C:3]=1[O:9][CH3:10].CCN(C(C)C)C(C)C.[C:20](OC(=O)C)(=[O:22])[CH3:21]. The catalyst is C(Cl)Cl. The product is [Cl:1][C:2]1[CH:8]=[CH:7][C:5]([NH:6][C:20](=[O:22])[CH3:21])=[CH:4][C:3]=1[O:9][CH3:10]. The yield is 1.00. (3) The reactants are Cl[C:2]1[NH:10][C:9]2[C:4](=[N:5][CH:6]=[CH:7][CH:8]=2)[C:3]=1[C:11]#[N:12].[OH:13][CH:14]1[CH2:19][CH2:18][NH:17][CH2:16][CH2:15]1. No catalyst specified. The product is [OH:13][CH:14]1[CH2:19][CH2:18][N:17]([C:2]2[NH:10][C:9]3[C:4](=[N:5][CH:6]=[CH:7][CH:8]=3)[C:3]=2[C:11]#[N:12])[CH2:16][CH2:15]1. The yield is 0.430.